Dataset: Full USPTO retrosynthesis dataset with 1.9M reactions from patents (1976-2016). Task: Predict the reactants needed to synthesize the given product. (1) The reactants are: [Si:1]([O:8][CH2:9][C@H:10]1[CH2:15][NH:14][CH2:13][CH2:12][N:11]1[C:16]([O:18][C:19]([CH3:22])([CH3:21])[CH3:20])=[O:17])([C:4]([CH3:7])([CH3:6])[CH3:5])([CH3:3])[CH3:2].Br[C:24]1[CH:25]=[CH:26][C:27]([Cl:30])=[N:28][CH:29]=1.C1(P(C2C=CC=CC=2)C2C3OC4C(=CC=CC=4P(C4C=CC=CC=4)C4C=CC=CC=4)C(C)(C)C=3C=CC=2)C=CC=CC=1.CC(C)([O-])C.[Na+]. Given the product [Si:1]([O:8][CH2:9][C@H:10]1[CH2:15][N:14]([C:24]2[CH:29]=[N:28][C:27]([Cl:30])=[CH:26][CH:25]=2)[CH2:13][CH2:12][N:11]1[C:16]([O:18][C:19]([CH3:22])([CH3:21])[CH3:20])=[O:17])([C:4]([CH3:7])([CH3:5])[CH3:6])([CH3:3])[CH3:2], predict the reactants needed to synthesize it. (2) Given the product [CH3:22][C:23]1[C:24]([N:29]([CH2:52][O:53][CH2:54][CH2:55][O:56][CH3:57])[S:30]([C:33]2[S:34][C:35]([CH3:51])=[CH:36][C:37]=2[C:38]2[CH:49]=[CH:48][C:41]([CH2:42][N:7]3[C:8]4[C:3](=[C:2]([CH3:1])[N:11]=[C:10]([CH3:12])[CH:9]=4)[CH:4]=[C:5]([C:14]4[CH:19]=[CH:18][CH:17]=[CH:16][CH:15]=4)[C:6]3=[O:13])=[CH:40][C:39]=2[CH3:50])(=[O:32])=[O:31])=[N:25][O:26][C:27]=1[CH3:28], predict the reactants needed to synthesize it. The reactants are: [CH3:1][C:2]1[N:11]=[C:10]([CH3:12])[CH:9]=[C:8]2[C:3]=1[CH:4]=[C:5]([C:14]1[CH:19]=[CH:18][CH:17]=[CH:16][CH:15]=1)[C:6](=[O:13])[NH:7]2.[H-].[Na+].[CH3:22][C:23]1[C:24]([N:29]([CH2:52][O:53][CH2:54][CH2:55][O:56][CH3:57])[S:30]([C:33]2[S:34][C:35]([CH3:51])=[CH:36][C:37]=2[C:38]2[CH:49]=[CH:48][C:41]([CH2:42]OS(C)(=O)=O)=[CH:40][C:39]=2[CH3:50])(=[O:32])=[O:31])=[N:25][O:26][C:27]=1[CH3:28].O. (3) Given the product [O:1]=[C:2]([CH:9]1[CH2:18][CH2:17][C:12]2([O:13][CH2:14][CH2:15][O:16]2)[CH2:11]1)[CH2:3][C:4]([O:6][CH2:7][CH3:8])=[O:5], predict the reactants needed to synthesize it. The reactants are: [O:1]=[C:2]([CH:9]1[CH2:18][CH2:17][C:12]2([O:16][CH2:15][CH2:14][O:13]2)[CH2:11]C1)[CH2:3][C:4]([O:6][CH2:7][CH3:8])=[O:5].O1C2(CCC(C(O)=O)C2)OCC1.O1C2(CCC(C(O)=O)CC2)OCC1. (4) Given the product [CH3:12][C:9]1[CH:8]=[CH:7][C:6]2[C:11](=[C:2]([NH:23][C:24]3[S:25][CH:26]=[C:27]([CH3:29])[N:28]=3)[N:3]=[CH:4][C:5]=2[C:16]2[CH:15]=[N:14][CH:19]=[CH:18][CH:17]=2)[N:10]=1, predict the reactants needed to synthesize it. The reactants are: Cl[C:2]1[N:3]=[CH:4][C:5](I)=[C:6]2[C:11]=1[N:10]=[C:9]([CH3:12])[CH:8]=[CH:7]2.[N:14]1[CH:19]=[CH:18][CH:17]=[C:16](B(O)O)[CH:15]=1.[NH2:23][C:24]1[S:25][CH:26]=[C:27]([CH3:29])[N:28]=1. (5) Given the product [F:25][C:23]1[CH:22]=[CH:21][C:20]([O:26][CH3:27])=[C:19]([C:16]([CH3:18])([CH3:17])[CH2:15][C:10]([OH:28])([C:11]([F:12])([F:13])[F:14])[CH2:9][N:4]2[CH2:3][CH:2]([CH3:1])[N:7]([CH:29]=[O:30])[CH:6]([CH3:8])[CH2:5]2)[CH:24]=1, predict the reactants needed to synthesize it. The reactants are: [CH3:1][CH:2]1[NH:7][CH:6]([CH3:8])[CH2:5][N:4]([CH2:9][C:10]([OH:28])([CH2:15][C:16]([C:19]2[CH:24]=[C:23]([F:25])[CH:22]=[CH:21][C:20]=2[O:26][CH3:27])([CH3:18])[CH3:17])[C:11]([F:14])([F:13])[F:12])[CH2:3]1.[CH:29](OC=O)=[O:30].C(N=C=NC(C)C)(C)C.C(O)=O. (6) Given the product [CH:26]([NH:29][C:11]([C:10]1[CH:14]=[CH:15][C:7]([C:5]2[S:6][C:2](=[O:1])[S:3][C:4]=2[C:16]2[CH:21]=[CH:20][C:19]([S:22]([OH:25])(=[O:23])=[O:24])=[CH:18][CH:17]=2)=[CH:8][CH:9]=1)=[O:12])([CH3:28])[CH3:27], predict the reactants needed to synthesize it. The reactants are: [O:1]=[C:2]1[S:6][C:5]([C:7]2[CH:15]=[CH:14][C:10]([C:11](O)=[O:12])=[CH:9][CH:8]=2)=[C:4]([C:16]2[CH:21]=[CH:20][C:19]([S:22]([OH:25])(=[O:24])=[O:23])=[CH:18][CH:17]=2)[S:3]1.[CH:26]([NH2:29])([CH3:28])[CH3:27].Cl.C(N=C=NCCCN(C)C)C.O.OC1C2N=NNC=2C=CC=1.CCN(CC)CC.